Dataset: Full USPTO retrosynthesis dataset with 1.9M reactions from patents (1976-2016). Task: Predict the reactants needed to synthesize the given product. (1) Given the product [CH:1]1([N:7]([CH3:24])[C:8]2[N:13]3[N:14]=[C:15]([NH:17][C:36]([NH:35][CH2:38][CH3:39])=[O:37])[N:16]=[C:12]3[CH:11]=[C:10]([C:18]3[CH:19]=[N:20][CH:21]=[CH:22][CH:23]=3)[CH:9]=2)[CH2:2][CH2:3][CH2:4][CH2:5][CH2:6]1, predict the reactants needed to synthesize it. The reactants are: [CH:1]1([N:7]([CH3:24])[C:8]2[N:13]3[N:14]=[C:15]([NH2:17])[N:16]=[C:12]3[CH:11]=[C:10]([C:18]3[CH:19]=[N:20][CH:21]=[CH:22][CH:23]=3)[CH:9]=2)[CH2:6][CH2:5][CH2:4][CH2:3][CH2:2]1.S([N:35]=[C:36]=[O:37])(C1C=CC(C)=CC=1)(=O)=O.[CH2:38](N)[CH3:39]. (2) The reactants are: [CH:1]([S:4]([C:7]1[CH:8]=[C:9]([CH:12]=[C:13]([C:15]([CH3:17])=[CH2:16])[CH:14]=1)[C:10]#[N:11])(=[O:6])=[O:5])([CH3:3])[CH3:2].C(CC(N)=O)(C)=C. Given the product [CH:15]([C:13]1[CH:12]=[C:9]([CH2:10][NH2:11])[CH:8]=[C:7]([S:4]([CH:1]([CH3:3])[CH3:2])(=[O:6])=[O:5])[CH:14]=1)([CH3:17])[CH3:16], predict the reactants needed to synthesize it. (3) Given the product [Cl:35][C:34]1[N:33]=[C:31]([Cl:32])[N:30]=[C:37]([NH:1][C:2]2[CH:3]=[CH:4][C:5]([C:8]([C:16]3[CH:21]=[CH:20][C:19]([NH:22][C:37]4[N:36]=[C:34]([Cl:35])[N:33]=[C:31]([Cl:32])[N:30]=4)=[CH:18][CH:17]=3)([C:23]3[CH:28]=[CH:27][C:26]([NH:29][C:37]4[N:36]=[C:34]([Cl:35])[N:33]=[C:31]([Cl:32])[N:30]=4)=[CH:25][CH:24]=3)[C:9]3[CH:10]=[CH:11][C:12]([NH:15][C:37]4[N:36]=[C:34]([Cl:35])[N:33]=[C:31]([Cl:32])[N:30]=4)=[CH:13][CH:14]=3)=[CH:6][CH:7]=2)[N:36]=1, predict the reactants needed to synthesize it. The reactants are: [NH2:1][C:2]1[CH:7]=[CH:6][C:5]([C:8]([C:23]2[CH:28]=[CH:27][C:26]([NH2:29])=[CH:25][CH:24]=2)([C:16]2[CH:21]=[CH:20][C:19]([NH2:22])=[CH:18][CH:17]=2)[C:9]2[CH:14]=[CH:13][C:12]([NH2:15])=[CH:11][CH:10]=2)=[CH:4][CH:3]=1.[N:30]1[C:37](Cl)=[N:36][C:34]([Cl:35])=[N:33][C:31]=1[Cl:32].C([O-])([O-])=O.[Na+].[Na+].O. (4) Given the product [Br:1][C:2]1[CH:14]=[CH:13][CH:12]=[CH:11][C:3]=1[O:4][CH:5]1[CH2:6][CH2:7][S:32](=[O:35])(=[O:31])[CH2:9][CH2:10]1, predict the reactants needed to synthesize it. The reactants are: [Br:1][C:2]1[CH:14]=[CH:13][CH:12]=[CH:11][C:3]=1[O:4][CH:5]1[CH2:10][CH2:9]S[CH2:7][CH2:6]1.C(Cl)Cl.ClC1C=C(C=CC=1)C(OO)=O.[OH-].[Na+].[O-:31][S:32]([O-:35])(=S)=O.[Na+].[Na+]. (5) Given the product [C:20]([NH:1][C@H:2]([C:10]([OH:12])=[O:11])[CH2:3][C:4]1[CH:9]=[CH:8][CH:7]=[CH:6][CH:5]=1)([O:19][C:16]([CH3:18])([CH3:17])[CH3:15])=[O:21], predict the reactants needed to synthesize it. The reactants are: [NH2:1][C@H:2]([C:10]([OH:12])=[O:11])[CH2:3][C:4]1[CH:9]=[CH:8][CH:7]=[CH:6][CH:5]=1.[OH-].[Na+].[CH3:15][C:16]([O:19][C:20](O[C:20]([O:19][C:16]([CH3:18])([CH3:17])[CH3:15])=[O:21])=[O:21])([CH3:18])[CH3:17].C1CCCCC1. (6) Given the product [CH3:22][C:17]1[N:16]([C:12]2[N:11]=[C:10]([CH2:23][CH2:24][CH2:25][CH2:26][CH2:27][CH2:28][CH2:29][CH2:30][CH2:31][CH2:32][OH:33])[C:9]([OH:8])=[C:14]([CH3:15])[N:13]=2)[C:20]([CH3:21])=[CH:19][CH:18]=1, predict the reactants needed to synthesize it. The reactants are: C([O:8][C:9]1[C:10]([CH2:23][CH2:24][CH2:25][CH2:26][CH2:27][CH2:28][CH2:29][CH2:30][CH2:31][CH2:32][O:33]COC)=[N:11][C:12]([N:16]2[C:20]([CH3:21])=[CH:19][CH:18]=[C:17]2[CH3:22])=[N:13][C:14]=1[CH3:15])C1C=CC=CC=1. (7) Given the product [CH3:1][O:2][C:3](=[O:21])[C:4]1[CH:9]=[C:8]([O:10][C:11]2[CH:16]=[CH:15][C:14]([CH:17]([NH2:25])[CH3:18])=[CH:13][C:12]=2[Br:20])[CH:7]=[N:6][CH:5]=1, predict the reactants needed to synthesize it. The reactants are: [CH3:1][O:2][C:3](=[O:21])[C:4]1[CH:9]=[C:8]([O:10][C:11]2[CH:16]=[CH:15][C:14]([C:17](=O)[CH3:18])=[CH:13][C:12]=2[Br:20])[CH:7]=[N:6][CH:5]=1.CO.C([BH3-])#[N:25].[Na+].